Dataset: Forward reaction prediction with 1.9M reactions from USPTO patents (1976-2016). Task: Predict the product of the given reaction. (1) Given the reactants [NH2:1][C:2]1[C:3]2[C:10]([C:11]3[CH:16]=[CH:15][C:14]([NH:17][C:18]([NH:20][C:21]4[CH:26]=[C:25]([C:27]([F:30])([F:29])[F:28])[CH:24]=[CH:23][C:22]=4[F:31])=[O:19])=[CH:13][C:12]=3[O:32]CC3C=CC=CC=3)=[CH:9][S:8][C:4]=2[N:5]=[CH:6][N:7]=1.O.[OH-].[Na+].Cl, predict the reaction product. The product is: [NH2:1][C:2]1[C:3]2[C:10]([C:11]3[CH:16]=[CH:15][C:14]([NH:17][C:18]([NH:20][C:21]4[CH:26]=[C:25]([C:27]([F:30])([F:28])[F:29])[CH:24]=[CH:23][C:22]=4[F:31])=[O:19])=[CH:13][C:12]=3[OH:32])=[CH:9][S:8][C:4]=2[N:5]=[CH:6][N:7]=1. (2) Given the reactants [CH2:1]([C:3]1[N:8]([CH2:9][C:10](=[O:17])[C:11]2[CH:16]=[CH:15][CH:14]=[CH:13][CH:12]=2)[C:7](=[O:18])[C:6]2[C:19]([O:28][CH:29]([CH3:31])[CH3:30])=[C:20]([C:23]([O:25][CH2:26][CH3:27])=[O:24])[N:21]([CH3:22])[C:5]=2[CH:4]=1)[CH3:2].C(=O)([O-])[O-].[K+].[K+].S(OC(C)C)(OC(C)C)(=O)=O, predict the reaction product. The product is: [CH2:1]([C:3]1[N:8]([CH2:9][C:10](=[O:17])[C:11]2[CH:16]=[CH:15][CH:14]=[CH:13][CH:12]=2)[C:7](=[O:18])[C:6]2[C:19]([O:28][CH:29]([CH3:30])[CH3:31])=[C:20]([C:23]([OH:25])=[O:24])[N:21]([CH3:22])[C:5]=2[CH:4]=1)[CH3:2].[CH2:1]([C:3]1[N:8]([CH2:9][C:10](=[O:17])[C:11]2[CH:16]=[CH:15][CH:14]=[CH:13][CH:12]=2)[C:7](=[O:18])[C:6]2[C:19]([O:28][CH:29]([CH3:31])[CH3:30])=[C:20]([C:23]([O:25][CH2:26][CH3:27])=[O:24])[N:21]([CH3:22])[C:5]=2[CH:4]=1)[CH3:2]. (3) Given the reactants [Cl:1][C:2]1[C:11]2[C:10]([S:12](Cl)(=[O:14])=[O:13])=[CH:9][CH:8]=[CH:7][C:6]=2[CH:5]=[N:4][CH:3]=1.[C:16]([O:20][C:21]([N:23]([C@@H:25]1[CH2:29][CH2:28][NH:27][CH2:26]1)[CH3:24])=[O:22])([CH3:19])([CH3:18])[CH3:17].BrC1C2C(S([Cl:44])(=O)=O)=CC=CC=2C=NC=1.C(O[C:50]([NH:52][CH:53]1[CH2:57][CH2:56][NH:55][CH2:54]1)=O)(C)(C)C, predict the reaction product. The product is: [C:16]([O:20][C:21]([N:23]([C@@H:25]1[CH2:29][CH2:28][N:27]([S:12]([C:10]2[C:11]3[C:2]([Cl:1])=[CH:3][N:4]=[CH:5][C:6]=3[CH:7]=[CH:8][CH:9]=2)(=[O:14])=[O:13])[CH2:26]1)[CH3:24])=[O:22])([CH3:19])([CH3:17])[CH3:18].[Cl:1][C:2]1[C:11]2[C:10]([S:12]([N:55]3[CH2:56][CH2:57][C@@H:53]([NH:52][CH3:50])[CH2:54]3)(=[O:14])=[O:13])=[CH:9][CH:8]=[CH:7][C:6]=2[CH:5]=[N:4][CH:3]=1.[ClH:44]. (4) The product is: [F:19][C:20]([F:31])([F:30])[C:21]1[CH:26]=[C:25]([C:2]2[C:11]3[C:6](=[CH:7][CH:8]=[CH:9][CH:10]=3)[CH:5]=[C:4]([NH:12][C:13]3[CH:17]=[C:16]([CH3:18])[NH:15][N:14]=3)[N:3]=2)[CH:24]=[CH:23][CH:22]=1. Given the reactants Cl[C:2]1[C:11]2[C:6](=[CH:7][CH:8]=[CH:9][CH:10]=2)[CH:5]=[C:4]([NH:12][C:13]2[CH:17]=[C:16]([CH3:18])[NH:15][N:14]=2)[N:3]=1.[F:19][C:20]([F:31])([F:30])[C:21]1[CH:22]=[C:23](B(O)O)[CH:24]=[CH:25][CH:26]=1, predict the reaction product. (5) Given the reactants [CH:1]1([CH2:4][C:5](=O)/[C:6](/[C:11]2[CH:16]=[CH:15][N:14]=[C:13]([NH:17][C:18]3[CH:23]=[CH:22][N:21]=[CH:20][CH:19]=3)[N:12]=2)=[CH:7]\N(C)C)[CH2:3][CH2:2]1.C(=O)([O-])[O-].[K+].[K+].[OH:31][C:32]([CH3:39])([CH3:38])[CH2:33][NH:34][C:35]([NH2:37])=[NH:36], predict the reaction product. The product is: [CH:1]1([CH2:4][C:5]2[C:6]([C:11]3[CH:16]=[CH:15][N:14]=[C:13]([NH:17][C:18]4[CH:23]=[CH:22][N:21]=[CH:20][CH:19]=4)[N:12]=3)=[CH:7][N:37]=[C:35]([NH:34][CH2:33][C:32]([CH3:39])([OH:31])[CH3:38])[N:36]=2)[CH2:3][CH2:2]1.